From a dataset of Reaction yield outcomes from USPTO patents with 853,638 reactions. Predict the reaction yield, written as a fraction of the theoretical maximum amount of product (1.0 means a 100% yield; for example, 0.34 means a 34% yield). (1) The reactants are Cl[C:2]1[CH:3]=[C:4]([CH:7]=[C:8]([Cl:10])[N:9]=1)[C:5]#[N:6].CN1C(=O)CCC1.[F:18][C:19]1[CH:20]=[C:21]([CH2:25][NH2:26])[CH:22]=[CH:23][CH:24]=1. The catalyst is CCOC(C)=O. The product is [Cl:10][C:8]1[CH:7]=[C:4]([CH:3]=[C:2]([NH:26][CH2:25][C:21]2[CH:22]=[CH:23][CH:24]=[C:19]([F:18])[CH:20]=2)[N:9]=1)[C:5]#[N:6]. The yield is 0.950. (2) The reactants are [F:1][C:2]1[C:3]([NH:10][CH2:11][C:12]2[CH:17]=[CH:16][CH:15]=[C:14]([F:18])[CH:13]=2)=[N:4][C:5]([O:8]C)=[CH:6][CH:7]=1.[I-].[Na+].C[Si](Cl)(C)C.CO. The catalyst is CC#N. The product is [F:1][C:2]1[CH:7]=[CH:6][C:5]([OH:8])=[N:4][C:3]=1[NH:10][CH2:11][C:12]1[CH:17]=[CH:16][CH:15]=[C:14]([F:18])[CH:13]=1. The yield is 0.640. (3) The reactants are [C:1]([O:5][C:6]([N:8]1[CH2:12][CH2:11][CH2:10][CH:9]1[C:13](=[O:29])[NH:14][C:15]([C:22]1[CH:27]=[CH:26][C:25]([Br:28])=[CH:24][CH:23]=1)([C:17](OCC)=[O:18])[CH3:16])=[O:7])([CH3:4])([CH3:3])[CH3:2].[NH3:30]. The catalyst is C(O)C. The product is [C:1]([O:5][C:6]([N:8]1[CH2:12][CH2:11][CH2:10][CH:9]1[C:13](=[O:29])[NH:14][C:15]([C:22]1[CH:27]=[CH:26][C:25]([Br:28])=[CH:24][CH:23]=1)([C:17](=[O:18])[NH2:30])[CH3:16])=[O:7])([CH3:3])([CH3:2])[CH3:4]. The yield is 0.640. (4) The reactants are Br[C:2]1[CH:3]=[C:4]2[C:9](=[CH:10][CH:11]=1)[N:8]=[CH:7][CH:6]=[C:5]2[C:12]1[CH:17]=[CH:16][N:15]=[N:14][CH:13]=1.B1(B2OC(C)(C)C(C)(C)O2)OC(C)(C)C(C)(C)O1.C([O-])(=O)C.[K+].[Br-].Br[C:43]1[CH:44]=[C:45]([NH:51][S:52]([C:55]2[CH:60]=[CH:59][C:58]([F:61])=[CH:57][C:56]=2[F:62])(=[O:54])=[O:53])[C:46]([O:49][CH3:50])=[N:47][CH:48]=1. The catalyst is O1CCOCC1.C1C=CC(P(C2C=CC=CC=2)[C-]2C=CC=C2)=CC=1.C1C=CC(P(C2C=CC=CC=2)[C-]2C=CC=C2)=CC=1.Cl[Pd]Cl.[Fe+2].C(Cl)Cl. The product is [F:62][C:56]1[CH:57]=[C:58]([F:61])[CH:59]=[CH:60][C:55]=1[S:52]([NH:51][C:45]1[C:46]([O:49][CH3:50])=[N:47][CH:48]=[C:43]([C:2]2[CH:3]=[C:4]3[C:9](=[CH:10][CH:11]=2)[N:8]=[CH:7][CH:6]=[C:5]3[C:12]2[CH:17]=[CH:16][N:15]=[N:14][CH:13]=2)[CH:44]=1)(=[O:54])=[O:53]. The yield is 0.760. (5) The reactants are [Cl:1][C:2]1[N:3]=[C:4]2[C:9](=[CH:10][CH:11]=1)[N:8]=[CH:7][C:6]([C:12](=[O:14])[CH3:13])=[C:5]2[NH:15][C@H:16]1[CH2:21][CH2:20][C@H:19]([OH:22])[CH2:18][CH2:17]1.[Cl:23][C:24]1[CH:29]=[C:28](B2OC(C)(C)C(C)(C)O2)[CH:27]=[C:26]([Cl:39])[C:25]=1[OH:40]. No catalyst specified. The product is [ClH:1].[Cl:23][C:24]1[CH:29]=[C:28]([C:2]2[N:3]=[C:4]3[C:9](=[CH:10][CH:11]=2)[N:8]=[CH:7][C:6]([C:12](=[O:14])[CH3:13])=[C:5]3[NH:15][C@H:16]2[CH2:21][CH2:20][C@H:19]([OH:22])[CH2:18][CH2:17]2)[CH:27]=[C:26]([Cl:39])[C:25]=1[OH:40]. The yield is 0.560. (6) The reactants are C(OC([NH:8][C@@H:9]([C@H:14]([O:16][CH2:17][C:18]1[CH:23]=[CH:22][CH:21]=[CH:20][CH:19]=1)[CH3:15])[C:10]([NH:12][CH3:13])=[O:11])=O)(C)(C)C.Cl.[Cl-]. The catalyst is O1CCOCC1. The product is [NH2:8][C@@H:9]([C@H:14]([O:16][CH2:17][C:18]1[CH:19]=[CH:20][CH:21]=[CH:22][CH:23]=1)[CH3:15])[C:10]([NH:12][CH3:13])=[O:11]. The yield is 0.880. (7) The reactants are Cl[C:2]1[C:3]([C:12]([O:14]CC)=[O:13])=[N:4][C:5]2[C:10]([N:11]=1)=[CH:9][CH:8]=[CH:7][CH:6]=2.[F:17][C:18]1[CH:23]=[CH:22][C:21]([OH:24])=[CH:20][CH:19]=1.C([O-])([O-])=O.[Cs+].[Cs+].[OH-].[Na+]. The catalyst is CN1C(=O)CCC1.Cl.O. The product is [F:17][C:18]1[CH:23]=[CH:22][C:21]([O:24][C:2]2[C:3]([C:12]([OH:14])=[O:13])=[N:4][C:5]3[C:10]([N:11]=2)=[CH:9][CH:8]=[CH:7][CH:6]=3)=[CH:20][CH:19]=1. The yield is 0.210. (8) The reactants are CC(N=NC(C#N)(C)C)(C#N)C.C1C(=O)N(Br)C(=[O:16])C1.[F:21][C:22]1[CH:27]=[CH:26][C:25]([C:28]2[O:46][C:31]3=[N:32][CH:33]=[C:34]([C:36]4[CH:37]=[C:38]([CH:43]=[CH:44][CH:45]=4)[C:39]([O:41][CH3:42])=[O:40])[CH:35]=[C:30]3[C:29]=2[CH3:47])=[CH:24][CH:23]=1.C[N+]1([O-])CCOCC1. The catalyst is C(Cl)(Cl)(Cl)Cl.CCOC(C)=O. The product is [F:21][C:22]1[CH:23]=[CH:24][C:25]([C:28]2[O:46][C:31]3=[N:32][CH:33]=[C:34]([C:36]4[CH:37]=[C:38]([CH:43]=[CH:44][CH:45]=4)[C:39]([O:41][CH3:42])=[O:40])[CH:35]=[C:30]3[C:29]=2[CH:47]=[O:16])=[CH:26][CH:27]=1. The yield is 0.200. (9) The reactants are [C:1](=O)([O-])[O-].[K+].[K+].CI.[OH:9][C:10]1[CH:14]=[C:13]([C:15]([F:18])([F:17])[F:16])[N:12]([CH3:19])[N:11]=1.O. The catalyst is CN(C)C=O. The product is [CH3:1][O:9][C:10]1[CH:14]=[C:13]([C:15]([F:16])([F:18])[F:17])[N:12]([CH3:19])[N:11]=1. The yield is 0.907. (10) The reactants are C1C=CC2N(O)N=NC=2C=1.CCN(C(C)C)C(C)C.[Cl:20][C:21]1[C:29]([F:30])=[CH:28][C:24]([C:25]([OH:27])=O)=[C:23]([F:31])[CH:22]=1.CCN=C=NCCCN(C)C.Cl.Cl.[C:45]1([C:63]2[CH:68]=[CH:67][CH:66]=[CH:65][CH:64]=2)[CH:50]=[CH:49][C:48]([NH:51][C:52](=[O:62])[CH2:53][C:54](=[O:61])[N:55]2[CH2:60][CH2:59][NH:58][CH2:57][CH2:56]2)=[CH:47][CH:46]=1. The catalyst is CN(C=O)C.O. The product is [C:45]1([C:63]2[CH:68]=[CH:67][CH:66]=[CH:65][CH:64]=2)[CH:46]=[CH:47][C:48]([NH:51][C:52](=[O:62])[CH2:53][C:54]([N:55]2[CH2:56][CH2:57][N:58]([C:25](=[O:27])[C:24]3[CH:28]=[C:29]([F:30])[C:21]([Cl:20])=[CH:22][C:23]=3[F:31])[CH2:59][CH2:60]2)=[O:61])=[CH:49][CH:50]=1. The yield is 0.230.